Dataset: Reaction yield outcomes from USPTO patents with 853,638 reactions. Task: Predict the reaction yield, written as a fraction of the theoretical maximum amount of product (1.0 means a 100% yield; for example, 0.34 means a 34% yield). (1) The reactants are [Cl:1][C:2]1[CH:7]=[CH:6][CH:5]=[C:4]([Cl:8])[C:3]=1[C:9]1[C:17]2[O:16][CH:15]([CH2:18][OH:19])[CH2:14][C:13]=2[CH:12]=[CH:11][CH:10]=1.[C:20]1([CH3:30])[CH:25]=[CH:24][C:23]([S:26](Cl)(=[O:28])=[O:27])=[CH:22][CH:21]=1.CC1C=CC(S(OCC2CC3C(C(F)(F)F)=CC=C(Cl)C=3O2)(=O)=O)=CC=1. No catalyst specified. The product is [CH3:30][C:20]1[CH:25]=[CH:24][C:23]([S:26]([O:19][CH2:18][CH:15]2[CH2:14][C:13]3[CH:12]=[CH:11][CH:10]=[C:9]([C:3]4[C:4]([Cl:8])=[CH:5][CH:6]=[CH:7][C:2]=4[Cl:1])[C:17]=3[O:16]2)(=[O:28])=[O:27])=[CH:22][CH:21]=1. The yield is 0.890. (2) The reactants are [O:1]=[C:2]1[CH:7]([N:8]2[C:16](=[O:17])C3C(=CC=CC=3NCC(O)=O)[C:9]2=[O:23])[CH2:6][CH2:5][C:4](=[O:24])[NH:3]1.[CH:25]1[CH:26]=[CH:27][C:28]2N(O)N=[N:31][C:29]=2[CH:30]=1.C1CCN2[C:38](=[N:39][CH2:40]CC2)[CH2:37]C1.CNC.CN(C=[O:53])C. The catalyst is C(Cl)Cl.C(O)C. The product is [O:1]=[C:2]1[CH:7]([N:8]2[C:9](=[O:23])[C:28]3[C:27](=[CH:26][CH:25]=[CH:30][C:29]=3[NH:31][CH2:37][C:38]([NH:39][CH3:40])=[O:53])[C:16]2=[O:17])[CH2:6][CH2:5][C:4](=[O:24])[NH:3]1. The yield is 0.730. (3) The reactants are [CH3:1][O:2][C:3]1[CH:4]=[C:5]([C:13]2[O:21][C:20]3[C:15](=[N:16][CH:17]=[CH:18][C:19]=3[C:22]3[CH:23]=[C:24]([CH:27]=[CH:28][CH:29]=3)[C:25]#[N:26])[CH:14]=2)[CH:6]=[C:7]([O:11][CH3:12])[C:8]=1[O:9][CH3:10]. The catalyst is CO.N.[Ni]. The product is [CH3:1][O:2][C:3]1[CH:4]=[C:5]([C:13]2[O:21][C:20]3[C:15](=[N:16][CH:17]=[CH:18][C:19]=3[C:22]3[CH:23]=[C:24]([CH:27]=[CH:28][CH:29]=3)[CH2:25][NH2:26])[CH:14]=2)[CH:6]=[C:7]([O:11][CH3:12])[C:8]=1[O:9][CH3:10]. The yield is 0.670.